Task: Predict the reactants needed to synthesize the given product.. Dataset: Full USPTO retrosynthesis dataset with 1.9M reactions from patents (1976-2016) Given the product [O:21]1[C:25]2[CH:26]=[CH:27][C:28]([CH2:10][C:11]3[O:15][N:14]=[C:13]([C:16]([O:18][CH2:19][CH3:20])=[O:17])[CH:12]=3)=[CH:29][C:24]=2[O:23][CH2:22]1, predict the reactants needed to synthesize it. The reactants are: C(OP(O[CH2:10][C:11]1[O:15][N:14]=[C:13]([C:16]([O:18][CH2:19][CH3:20])=[O:17])[CH:12]=1)(OCC)=O)C.[O:21]1[C:25]2[CH:26]=[CH:27][C:28](B(O)O)=[CH:29][C:24]=2[O:23][CH2:22]1.C(=O)([O-])[O-].[K+].[K+].C1(P(C2C=CC=CC=2)C2C=CC=CC=2)C=CC=CC=1.